Dataset: NCI-60 drug combinations with 297,098 pairs across 59 cell lines. Task: Regression. Given two drug SMILES strings and cell line genomic features, predict the synergy score measuring deviation from expected non-interaction effect. (1) Drug 2: CS(=O)(=O)OCCCCOS(=O)(=O)C. Synergy scores: CSS=-3.31, Synergy_ZIP=3.92, Synergy_Bliss=1.57, Synergy_Loewe=-6.26, Synergy_HSA=-5.35. Drug 1: CNC(=O)C1=CC=CC=C1SC2=CC3=C(C=C2)C(=NN3)C=CC4=CC=CC=N4. Cell line: SK-MEL-5. (2) Drug 1: CC1=C(C(CCC1)(C)C)C=CC(=CC=CC(=CC(=O)O)C)C. Drug 2: CCC(=C(C1=CC=CC=C1)C2=CC=C(C=C2)OCCN(C)C)C3=CC=CC=C3.C(C(=O)O)C(CC(=O)O)(C(=O)O)O. Cell line: HOP-92. Synergy scores: CSS=3.12, Synergy_ZIP=-1.46, Synergy_Bliss=-0.100, Synergy_Loewe=-0.00392, Synergy_HSA=0.436. (3) Drug 1: C#CCC(CC1=CN=C2C(=N1)C(=NC(=N2)N)N)C3=CC=C(C=C3)C(=O)NC(CCC(=O)O)C(=O)O. Drug 2: C1C(C(OC1N2C=NC(=NC2=O)N)CO)O. Cell line: HOP-92. Synergy scores: CSS=-4.34, Synergy_ZIP=6.90, Synergy_Bliss=11.5, Synergy_Loewe=-10.3, Synergy_HSA=-9.54. (4) Drug 1: COC1=NC(=NC2=C1N=CN2C3C(C(C(O3)CO)O)O)N. Drug 2: CCN(CC)CCNC(=O)C1=C(NC(=C1C)C=C2C3=C(C=CC(=C3)F)NC2=O)C. Cell line: SW-620. Synergy scores: CSS=-0.149, Synergy_ZIP=0.751, Synergy_Bliss=0.810, Synergy_Loewe=-3.74, Synergy_HSA=-2.21. (5) Drug 1: C1=NC2=C(N=C(N=C2N1C3C(C(C(O3)CO)O)F)Cl)N. Drug 2: CCCCC(=O)OCC(=O)C1(CC(C2=C(C1)C(=C3C(=C2O)C(=O)C4=C(C3=O)C=CC=C4OC)O)OC5CC(C(C(O5)C)O)NC(=O)C(F)(F)F)O. Cell line: MOLT-4. Synergy scores: CSS=88.7, Synergy_ZIP=11.3, Synergy_Bliss=11.5, Synergy_Loewe=9.53, Synergy_HSA=10.3. (6) Drug 1: CC1CC2CCC3C(=C)CC(O3)CCC45CC6C(O4)C7C(O6)C(O5)C8C(O7)CCC(O8)CC(=O)CC9C(CC(C1=C)O2)OC(C9OC)CC(CN)O.CS(=O)(=O)O. Drug 2: CC1C(C(CC(O1)OC2CC(CC3=C2C(=C4C(=C3O)C(=O)C5=C(C4=O)C(=CC=C5)OC)O)(C(=O)CO)O)N)O.Cl. Cell line: HCT116. Synergy scores: CSS=41.8, Synergy_ZIP=-7.62, Synergy_Bliss=-8.57, Synergy_Loewe=-3.23, Synergy_HSA=-1.88.